Dataset: Forward reaction prediction with 1.9M reactions from USPTO patents (1976-2016). Task: Predict the product of the given reaction. (1) Given the reactants [CH3:1][O:2][C:3](=[O:15])[C:4]1[C:5](=[C:10](I)[CH:11]=[CH:12][CH:13]=1)[C:6]([O:8][CH3:9])=[O:7].[CH3:16][N:17]([CH2:19][C:20]1[CH:25]=[CH:24][C:23]([NH2:26])=[C:22]([O:27][CH3:28])[CH:21]=1)[CH3:18].C1C=CC(P(C2C(C3C(P(C4C=CC=CC=4)C4C=CC=CC=4)=CC=C4C=3C=CC=C4)=C3C(C=CC=C3)=CC=2)C2C=CC=CC=2)=CC=1.C(=O)([O-])[O-].[Cs+].[Cs+], predict the reaction product. The product is: [CH3:1][O:2][C:3](=[O:15])[C:4]1[C:5](=[C:10]([NH:26][C:23]2[CH:24]=[CH:25][C:20]([CH2:19][N:17]([CH3:16])[CH3:18])=[CH:21][C:22]=2[O:27][CH3:28])[CH:11]=[CH:12][CH:13]=1)[C:6]([O:8][CH3:9])=[O:7]. (2) Given the reactants [NH2:1][C:2]1[CH:3]=[C:4]([C@H:26]2[CH2:31][CH2:30][C@H:29]([CH2:32][C:33]([O:35][CH3:36])=[O:34])[CH2:28][CH2:27]2)[CH:5]=[CH:6][C:7]=1[NH:8][C:9]([C:11]1[O:12][C:13]([NH:16][C:17]2[CH:22]=[C:21]([F:23])[C:20]([F:24])=[CH:19][C:18]=2[F:25])=[N:14][N:15]=1)=O.C(O)(=O)C, predict the reaction product. The product is: [CH3:36][O:35][C:33](=[O:34])[CH2:32][C@H:29]1[CH2:28][CH2:27][C@H:26]([C:4]2[CH:5]=[CH:6][C:7]3[NH:8][C:9]([C:11]4[O:12][C:13]([NH:16][C:17]5[CH:22]=[C:21]([F:23])[C:20]([F:24])=[CH:19][C:18]=5[F:25])=[N:14][N:15]=4)=[N:1][C:2]=3[CH:3]=2)[CH2:31][CH2:30]1. (3) Given the reactants [Cl:1][C:2]1[CH:3]=[CH:4][N:5]2[C:10]=1[C:9](=[O:11])[O:8][C:7]([CH2:12][N:13]1[CH:21]=[N:20][C:19]3[C:14]1=[N:15][CH:16]=[N:17][C:18]=3[N:22](C(OC(C)(C)C)=O)[C:23]([O:25][C:26]([CH3:29])([CH3:28])[CH3:27])=[O:24])=[N:6]2.[CH2:37]([NH2:44])[C:38]1[CH:43]=[CH:42][CH:41]=[CH:40][CH:39]=1, predict the reaction product. The product is: [CH2:37]([NH:44][C:9]([C:10]1[N:5]([NH:6][C:7](=[O:8])[CH2:12][N:13]2[CH:21]=[N:20][C:19]3[C:14]2=[N:15][CH:16]=[N:17][C:18]=3[NH:22][C:23](=[O:24])[O:25][C:26]([CH3:29])([CH3:28])[CH3:27])[CH:4]=[CH:3][C:2]=1[Cl:1])=[O:11])[C:38]1[CH:43]=[CH:42][CH:41]=[CH:40][CH:39]=1. (4) Given the reactants [F:1][C:2]([F:15])([F:14])[C:3]1[CH:12]=[CH:11][C:10]([NH2:13])=[C:9]2[C:4]=1[CH:5]=[CH:6][CH:7]=[N:8]2.[F:16][C:17]([F:29])([F:28])[C:18]1[N:23]=[CH:22][C:21]([S:24](Cl)(=[O:26])=[O:25])=[CH:20][CH:19]=1.N1C=CC=CC=1, predict the reaction product. The product is: [F:15][C:2]([F:1])([F:14])[C:3]1[CH:12]=[CH:11][C:10]([NH:13][S:24]([C:21]2[CH:22]=[N:23][C:18]([C:17]([F:29])([F:16])[F:28])=[CH:19][CH:20]=2)(=[O:26])=[O:25])=[C:9]2[C:4]=1[CH:5]=[CH:6][CH:7]=[N:8]2. (5) Given the reactants [F:1][C:2]1([F:17])[CH2:7][CH:6]([CH2:8][OH:9])[CH2:5][N:4]([C:10]([O:12][C:13]([CH3:16])([CH3:15])[CH3:14])=[O:11])[CH2:3]1.[C:18]1([CH3:28])[CH:23]=[CH:22][C:21]([S:24](Cl)(=[O:26])=[O:25])=[CH:20][CH:19]=1.C(N(CC)CC)C, predict the reaction product. The product is: [F:17][C:2]1([F:1])[CH2:7][CH:6]([CH2:8][O:9][S:24]([C:21]2[CH:22]=[CH:23][C:18]([CH3:28])=[CH:19][CH:20]=2)(=[O:26])=[O:25])[CH2:5][N:4]([C:10]([O:12][C:13]([CH3:14])([CH3:16])[CH3:15])=[O:11])[CH2:3]1. (6) Given the reactants [Cl:1][C:2]1[C:7]([CH2:8]O)=[CH:6][CH:5]=[C:4]([Cl:10])[N:3]=1.BrCC1C(Cl)=NC(Cl)=CC=1.[CH3:21][C:22]1[N:27]=[C:26]([SH:28])[N:25]=[C:24]([OH:29])[CH:23]=1, predict the reaction product. The product is: [Cl:1][C:2]1[C:7]([CH2:8][S:28][C:26]2[N:25]=[C:24]([OH:29])[CH:23]=[C:22]([CH3:21])[N:27]=2)=[CH:6][CH:5]=[C:4]([Cl:10])[N:3]=1. (7) Given the reactants [CH3:1][C:2]1[CH:7]=[CH:6][C:5]([S:8]([O:11][CH2:12][CH:13]2[CH2:17][C:16]3[CH:18]=[CH:19][CH:20]=[C:21](OS(C(F)(F)F)(=O)=O)[C:15]=3[O:14]2)(=[O:10])=[O:9])=[CH:4][CH:3]=1.P([O-])([O-])([O-])=O.[K+].[K+].[K+], predict the reaction product. The product is: [CH3:1][C:2]1[CH:7]=[CH:6][C:5]([S:8]([O:11][CH2:12][CH:13]2[CH2:17][C:16]3[CH:18]=[CH:19][CH:20]=[C:21]([C:4]4[CH:5]=[CH:6][CH:7]=[C:2]([CH3:1])[CH:3]=4)[C:15]=3[O:14]2)(=[O:10])=[O:9])=[CH:4][CH:3]=1.